Dataset: hERG potassium channel inhibition data for cardiac toxicity prediction from Karim et al.. Task: Regression/Classification. Given a drug SMILES string, predict its toxicity properties. Task type varies by dataset: regression for continuous values (e.g., LD50, hERG inhibition percentage) or binary classification for toxic/non-toxic outcomes (e.g., AMES mutagenicity, cardiotoxicity, hepatotoxicity). Dataset: herg_karim. (1) The compound is COc1ccc(CCN2CCC(Nc3nc4ccccc4n3Cc3ccc(F)cc3)CC2)cc1. The result is 1 (blocker). (2) The compound is COCCN(c1cccnc1)P(=O)(c1ccccc1)c1ccccc1. The result is 0 (non-blocker). (3) The molecule is CNCc1cc(F)ccc1Oc1ccc(C)c(C)c1. The result is 0 (non-blocker). (4) The compound is COc1cc(C(F)(F)F)cc(COCC2(c3ccc(F)cc3)CCN(C)CC2)n1. The result is 1 (blocker). (5) The molecule is CC(=O)Nc1cc(-c2c(-c3ccc(F)cc3)nc([S+](C)[O-])n2C)ccn1. The result is 0 (non-blocker). (6) The compound is Cc1cccc(CN2[C@H]3CC[C@@H]2C[C@@H](Oc2cccc(C(N)=O)c2)C3)c1. The result is 1 (blocker). (7) The compound is C[C@@H](OC(=O)N1CCC(O[C@H]2CC[C@H](Oc3cnc(S(C)(=O)=O)cn3)CC2)CC1)C(F)(F)F. The result is 0 (non-blocker). (8) The drug is CC(C)NC(=O)NS(=O)(=O)c1ccc(OCCCN2CCCC2)cc1. The result is 0 (non-blocker). (9) The drug is COc1ccc2ncc(F)c(CCC34CCC(NCc5ccc6c(n5)NC(=O)C(C)(C)O6)(CC3)CO4)c2n1. The result is 1 (blocker). (10) The drug is COc1cc(-c2cn(C3CC([Si](C)(C)C)CCNC3=O)nn2)ccc1-n1cnc(C)c1. The result is 1 (blocker).